The task is: Predict the product of the given reaction.. This data is from Forward reaction prediction with 1.9M reactions from USPTO patents (1976-2016). (1) Given the reactants [Cl-].[Cl-].[Cl-].[Al+3].[Cl:5][C:6]1[CH:14]=[CH:13][C:9]([C:10](Cl)=[O:11])=[CH:8][CH:7]=1.[F:15][C:16]1[CH:17]=[C:18]([O:22][CH3:23])[CH:19]=[CH:20][CH:21]=1, predict the reaction product. The product is: [Cl:5][C:6]1[CH:14]=[CH:13][C:9]([C:10]([C:21]2[CH:20]=[CH:19][C:18]([O:22][CH3:23])=[CH:17][C:16]=2[F:15])=[O:11])=[CH:8][CH:7]=1. (2) The product is: [CH3:37][C:7]1[CH:15]=[CH:14][C:13]([C:16]2[N:17]([C:27]([O:29][C:30]([CH3:33])([CH3:32])[CH3:31])=[O:28])[C:18]3[C:23]([CH:24]=2)=[CH:22][C:21]([CH:25]=[O:26])=[CH:20][CH:19]=3)=[C:12]2[C:8]=1[CH2:9][NH:10][C:11]2=[O:34]. Given the reactants FC(F)(F)S(O[C:7]1[CH:15]=[CH:14][C:13]([C:16]2[N:17]([C:27]([O:29][C:30]([CH3:33])([CH3:32])[CH3:31])=[O:28])[C:18]3[C:23]([CH:24]=2)=[CH:22][C:21]([CH:25]=[O:26])=[CH:20][CH:19]=3)=[C:12]2[C:8]=1[CH2:9][NH:10][C:11]2=[O:34])(=O)=O.[CH3:37]B1OB(C)OB(C)O1.C(=O)([O-])[O-].[K+].[K+].O, predict the reaction product. (3) Given the reactants [Br:1][C:2]1[CH:3]=[C:4]([N+:19]([O-])=O)[C:5]([CH:8](C(OCC)=O)[C:9]([O:11][CH2:12][CH3:13])=[O:10])=[N:6][CH:7]=1.Cl, predict the reaction product. The product is: [NH2:19][C:4]1[C:5]([CH2:8][C:9]([O:11][CH2:12][CH3:13])=[O:10])=[N:6][CH:7]=[C:2]([Br:1])[CH:3]=1. (4) Given the reactants [CH2:1]([O:5][CH2:6][CH2:7][CH2:8][CH2:9][CH2:10][CH2:11][CH2:12][CH2:13][CH2:14][CH2:15][CH2:16][CH2:17][CH2:18][CH2:19][CH2:20][CH2:21][CH2:22][CH3:23])[CH:2]1[O:4][CH2:3]1.C1(C)C=CC=CC=1.[C:31]([O:36][CH3:37])(=[O:35])[C:32]([CH3:34])=[CH2:33].Cl, predict the reaction product. The product is: [CH2:1]([O:5][CH2:6][CH2:7][CH2:8][CH2:9][CH2:10][CH2:11][CH2:12][CH2:13][CH2:14][CH2:15][CH2:16][CH2:17][CH2:18][CH2:19][CH2:20][CH2:21][CH2:22][CH3:23])[CH:2]1[O:4][CH2:3]1.[C:31]([O:36][CH3:37])(=[O:35])[C:32]([CH3:34])=[CH2:33]. (5) The product is: [ClH:19].[F:1][C:2]1[CH:16]=[CH:15][C:5]([CH2:6][N:7]2[CH2:10][CH:9]([SH:11])[CH2:8]2)=[CH:4][CH:3]=1. Given the reactants [F:1][C:2]1[CH:16]=[CH:15][C:5]([CH2:6][N:7]2[CH2:10][CH:9]([S:11]C(=O)C)[CH2:8]2)=[CH:4][CH:3]=1.[OH-].[Na+].[ClH:19], predict the reaction product. (6) Given the reactants Br[C:2]1[CH:3]=[C:4]([CH:18]=[CH:19][CH:20]=1)[C:5]([NH:7][CH2:8][CH2:9][CH2:10][N:11]1[CH2:16][CH2:15][N:14]([CH3:17])[CH2:13][CH2:12]1)=[O:6].[NH2:21][C:22]1[CH:23]=[C:24]([CH:34]=[CH:35][CH:36]=1)[C:25]([NH:27][C:28]1[CH:33]=[CH:32][N:31]=[CH:30][N:29]=1)=[O:26].CC(C1C=C(C(C)C)C(C2C=CC=CC=2P(C2CCCCC2)C2CCCCC2)=C(C(C)C)C=1)C.C([O-])([O-])=O.[K+].[K+], predict the reaction product. The product is: [CH3:17][N:14]1[CH2:15][CH2:16][N:11]([CH2:10][CH2:9][CH2:8][NH:7][C:5](=[O:6])[C:4]2[CH:18]=[CH:19][CH:20]=[C:2]([NH:21][C:22]3[CH:36]=[CH:35][CH:34]=[C:24]([C:25](=[O:26])[NH:27][C:28]4[CH:33]=[CH:32][N:31]=[CH:30][N:29]=4)[CH:23]=3)[CH:3]=2)[CH2:12][CH2:13]1.